This data is from Reaction yield outcomes from USPTO patents with 853,638 reactions. The task is: Predict the reaction yield, written as a fraction of the theoretical maximum amount of product (1.0 means a 100% yield; for example, 0.34 means a 34% yield). (1) The reactants are Br[C:2]1[CH:7]=[CH:6][C:5]([S:8]([N:11]([CH2:22][CH:23]([CH3:25])[CH3:24])[C:12]2[CH:17]=[CH:16][CH:15]=[CH:14][C:13]=2[C:18]([F:21])([F:20])[F:19])(=[O:10])=[O:9])=[CH:4][CH:3]=1.[CH3:26][S:27]([C:30]1[CH:35]=[CH:34][C:33](B(O)O)=[CH:32][CH:31]=1)(=[O:29])=[O:28].C([O-])([O-])=O.[Na+].[Na+]. The catalyst is [Pd](Cl)Cl.C1(P(C2C=CC=CC=2)[C-]2C=CC=C2)C=CC=CC=1.[C-]1(P(C2C=CC=CC=2)C2C=CC=CC=2)C=CC=C1.[Fe+2].O1CCOCC1. The product is [CH2:22]([N:11]([C:12]1[CH:17]=[CH:16][CH:15]=[CH:14][C:13]=1[C:18]([F:21])([F:20])[F:19])[S:8]([C:5]1[CH:6]=[CH:7][C:2]([C:33]2[CH:34]=[CH:35][C:30]([S:27]([CH3:26])(=[O:29])=[O:28])=[CH:31][CH:32]=2)=[CH:3][CH:4]=1)(=[O:10])=[O:9])[CH:23]([CH3:25])[CH3:24]. The yield is 0.780. (2) The reactants are [F:1][C:2]1[CH:22]=[CH:21][C:5]([O:6][C:7]2[CH:12]=[CH:11][C:10]([C:13]3[N:17]([CH2:18][CH2:19][OH:20])[N:16]=[CH:15][CH:14]=3)=[CH:9][CH:8]=2)=[CH:4][CH:3]=1.[O-:23][C:24]#[N:25].[Na+].FC(F)(F)C(O)=O. The catalyst is C1(C)C=CC=CC=1.C([O-])(O)=O.[Na+]. The product is [C:24]([O:20][CH2:19][CH2:18][N:17]1[C:13]([C:10]2[CH:9]=[CH:8][C:7]([O:6][C:5]3[CH:21]=[CH:22][C:2]([F:1])=[CH:3][CH:4]=3)=[CH:12][CH:11]=2)=[CH:14][CH:15]=[N:16]1)(=[O:23])[NH2:25]. The yield is 0.150. (3) The reactants are Cl.[N+:2]([C:5]1[CH:10]=[CH:9][C:8]([CH2:11][CH2:12][NH2:13])=[CH:7][CH:6]=1)([O-:4])=[O:3].C(=O)([O-])[O-].[Na+].[Na+].[N+:20]([C:23]1[CH:30]=[CH:29][C:26]([CH2:27]Br)=[CH:25][CH:24]=1)([O-:22])=[O:21].CN(C=O)C.O. The catalyst is O.CN(C=O)C. The product is [N+:2]([C:5]1[CH:6]=[CH:7][C:8]([CH2:11][CH2:12][NH:13][CH2:27][C:26]2[CH:29]=[CH:30][C:23]([N+:20]([O-:22])=[O:21])=[CH:24][CH:25]=2)=[CH:9][CH:10]=1)([O-:4])=[O:3]. The yield is 0.990. (4) The yield is 0.380. The reactants are [CH3:1][C:2]1([CH3:23])[C:7](OS(C(F)(F)F)(=O)=O)=[CH:6][CH2:5][N:4]([C:16]([O:18][C:19]([CH3:22])([CH3:21])[CH3:20])=[O:17])[CH2:3]1.[B:24]1([B:24]2[O:28][C:27]([CH3:30])([CH3:29])[C:26]([CH3:32])([CH3:31])[O:25]2)[O:28][C:27]([CH3:30])([CH3:29])[C:26]([CH3:32])([CH3:31])[O:25]1.ClCCl.C([O-])(=O)C.[K+]. The product is [C:19]([O:18][C:16]([N:4]1[CH2:5][CH:6]=[C:7]([B:24]2[O:28][C:27]([CH3:30])([CH3:29])[C:26]([CH3:32])([CH3:31])[O:25]2)[C:2]([CH3:23])([CH3:1])[CH2:3]1)=[O:17])([CH3:22])([CH3:21])[CH3:20]. The catalyst is O1CCOCC1.C1C=CC(P([C]2[CH][CH][CH][CH]2)C2C=CC=CC=2)=CC=1.C1C=CC(P([C]2[CH][CH][CH][CH]2)C2C=CC=CC=2)=CC=1.Cl[Pd]Cl.[Fe].C1(P(C2C=CC=CC=2)[C-]2C=CC=C2)C=CC=CC=1.[C-]1(P(C2C=CC=CC=2)C2C=CC=CC=2)C=CC=C1.[Fe+2]. (5) The reactants are Br[C:2]1[CH:11]=[C:10](Br)[C:9]([NH2:13])=[C:8]2[C:3]=1[CH:4]=[CH:5][CH:6]=[N:7]2.[C:14]1(B(O)O)[CH:19]=[CH:18][CH:17]=[CH:16][CH:15]=1.[F-].[Cs+]. The catalyst is O1CCOCC1.CC([O-])=O.CC([O-])=O.[Pd+2].C1(P(C2C=CC=CC=2)C2[C-](N(C)C)C=CC=2)C=CC=CC=1.[CH-]1C=CC=C1.[Fe+2]. The product is [C:14]1([C:2]2[CH:11]=[C:10]([C:2]3[CH:11]=[CH:10][CH:9]=[CH:8][CH:3]=3)[C:9]([NH2:13])=[C:8]3[C:3]=2[CH:4]=[CH:5][CH:6]=[N:7]3)[CH:19]=[CH:18][CH:17]=[CH:16][CH:15]=1. The yield is 0.880.